From a dataset of Full USPTO retrosynthesis dataset with 1.9M reactions from patents (1976-2016). Predict the reactants needed to synthesize the given product. (1) Given the product [CH3:3][C:4]1[CH:9]=[CH:8][N:7]=[C:6]([NH2:10])[C:5]=1[NH2:11], predict the reactants needed to synthesize it. The reactants are: [NH4+].[Cl-].[CH3:3][C:4]1[CH:9]=[CH:8][N:7]=[C:6]([NH2:10])[C:5]=1[N+:11]([O-])=O. (2) Given the product [C:13]1([CH2:19][CH2:20][CH2:21][O:1][C:2]2[CH:11]=[C:10]3[C:5]([CH2:6][CH2:7][CH2:8][C:9]3=[O:12])=[CH:4][CH:3]=2)[CH:18]=[CH:17][CH:16]=[CH:15][CH:14]=1, predict the reactants needed to synthesize it. The reactants are: [OH:1][C:2]1[CH:11]=[C:10]2[C:5]([CH2:6][CH2:7][CH2:8][C:9]2=[O:12])=[CH:4][CH:3]=1.[C:13]1([CH2:19][CH2:20][CH2:21]O)[CH:18]=[CH:17][CH:16]=[CH:15][CH:14]=1. (3) Given the product [Cl:38][C:35]1[CH:36]=[CH:37][C:32]([NH:2][C@H:3]2[C:12]3[C:7](=[CH:8][CH:9]=[C:10]([C:13]4[CH:18]=[CH:17][C:16]([C:19]([N:21]5[CH2:26][CH2:25][O:24][CH2:23][CH2:22]5)=[O:20])=[CH:15][N:14]=4)[CH:11]=3)[N:6]([C:27](=[O:29])[CH3:28])[C@@H:5]([CH3:30])[CH2:4]2)=[N:33][CH:34]=1, predict the reactants needed to synthesize it. The reactants are: Cl.[NH2:2][C@H:3]1[C:12]2[C:7](=[CH:8][CH:9]=[C:10]([C:13]3[CH:18]=[CH:17][C:16]([C:19]([N:21]4[CH2:26][CH2:25][O:24][CH2:23][CH2:22]4)=[O:20])=[CH:15][N:14]=3)[CH:11]=2)[N:6]([C:27](=[O:29])[CH3:28])[C@@H:5]([CH3:30])[CH2:4]1.Br[C:32]1[CH:37]=[CH:36][C:35]([Cl:38])=[CH:34][N:33]=1.C1(P(C2CCCCC2)C2C=CC=CC=2C2C(N(C)C)=CC=CC=2)CCCCC1.CC(C)([O-])C.[Na+]. (4) Given the product [CH3:13][O:14][C:15]([C:17]1([CH2:26][CH2:25][CH2:24][CH2:23][Br:22])[CH2:21][CH2:20][CH2:19][CH2:18]1)=[O:16], predict the reactants needed to synthesize it. The reactants are: C(NC(C)C)(C)C.C([Li])CCC.[CH3:13][O:14][C:15]([CH:17]1[CH2:21][CH2:20][CH2:19][CH2:18]1)=[O:16].[Br:22][CH2:23][CH2:24][CH2:25][CH2:26]Br. (5) Given the product [CH3:17][N:3]1[C:11]2[C:6](=[CH:7][CH:8]=[CH:9][CH:10]=2)[CH2:5][C:4]1=[O:12], predict the reactants needed to synthesize it. The reactants are: [H-].[Na+].[NH:3]1[C:11]2[C:6](=[CH:7][CH:8]=[CH:9][CH:10]=2)[CH2:5][C:4]1=[O:12].S(OC)(O[CH3:17])(=O)=O. (6) Given the product [CH2:29]([O:31][C:32](=[O:33])/[N:4]=[C:2](\[NH2:3])/[C:5]1[CH:22]=[CH:21][C:8]([CH2:9][NH:10][C:11](=[O:20])[C:12]2[CH:17]=[CH:16][C:15]([F:18])=[C:14]([CH3:19])[CH:13]=2)=[C:7]([O:23][CH2:24][C:25](=[O:28])[NH:26][CH3:27])[CH:6]=1)[CH3:30], predict the reactants needed to synthesize it. The reactants are: Cl.[C:2]([C:5]1[CH:22]=[CH:21][C:8]([CH2:9][NH:10][C:11](=[O:20])[C:12]2[CH:17]=[CH:16][C:15]([F:18])=[C:14]([CH3:19])[CH:13]=2)=[C:7]([O:23][CH2:24][C:25](=[O:28])[NH:26][CH3:27])[CH:6]=1)(=[NH:4])[NH2:3].[CH2:29]([O:31][C:32](Cl)=[O:33])[CH3:30].C(N(CC)CC)C.O. (7) Given the product [CH3:1][O:2][C:3]1[CH:12]=[C:11]2[C:6]([CH2:7][CH2:8][CH:9]=[C:10]2[CH2:16][C:14]#[N:15])=[CH:5][CH:4]=1, predict the reactants needed to synthesize it. The reactants are: [CH3:1][O:2][C:3]1[CH:12]=[C:11]2[C:6]([CH2:7][CH2:8][CH2:9][C:10]2=O)=[CH:5][CH:4]=1.[C:14]([CH2:16]C(O)=O)#[N:15].C(O)(=O)CCCCCC.C(N)C1C=CC=CC=1.NC1C=CC=CC=1.